This data is from Forward reaction prediction with 1.9M reactions from USPTO patents (1976-2016). The task is: Predict the product of the given reaction. (1) Given the reactants [C:1]([N:4]1[C:13]2[C:8](=[CH:9][C:10](Br)=[CH:11][CH:12]=2)[C@H:7]([NH:15][C:16](=[O:22])[O:17][C:18]([CH3:21])([CH3:20])[CH3:19])[CH2:6][C@@H:5]1[CH3:23])(=[O:3])[CH3:2].[B:24]1([B:24]2[O:28][C:27]([CH3:30])([CH3:29])[C:26]([CH3:32])([CH3:31])[O:25]2)[O:28][C:27]([CH3:30])([CH3:29])[C:26]([CH3:32])([CH3:31])[O:25]1.C([O-])(=O)C.[K+], predict the reaction product. The product is: [C:1]([N:4]1[C:13]2[C:8](=[CH:9][C:10]([B:24]3[O:28][C:27]([CH3:30])([CH3:29])[C:26]([CH3:32])([CH3:31])[O:25]3)=[CH:11][CH:12]=2)[C@H:7]([NH:15][C:16](=[O:22])[O:17][C:18]([CH3:21])([CH3:20])[CH3:19])[CH2:6][C@@H:5]1[CH3:23])(=[O:3])[CH3:2]. (2) Given the reactants C(N(CC)CC)C.[NH2:8][CH2:9][C@@H:10]([OH:13])[CH2:11][OH:12].[Cl:14][CH2:15][C:16](Cl)=[O:17], predict the reaction product. The product is: [Cl:14][CH2:15][C:16]([NH:8][CH2:9][C@@H:10]([OH:13])[CH2:11][OH:12])=[O:17]. (3) Given the reactants C([O:8][C:9]1[C:14]([C:15]([F:18])([F:17])[F:16])=[C:13]([O:19]CC2C=CC=CC=2)[CH:12]=[CH:11][C:10]=1[C:27](=[O:31])[CH:28]([CH3:30])[CH3:29])C1C=CC=CC=1.CSC.CS(O)(=O)=O, predict the reaction product. The product is: [OH:8][C:9]1[C:14]([C:15]([F:16])([F:17])[F:18])=[C:13]([OH:19])[CH:12]=[CH:11][C:10]=1[C:27](=[O:31])[CH:28]([CH3:29])[CH3:30]. (4) The product is: [CH3:22][O:21][C:18]1[CH:19]=[CH:20][C:15]([C:14]([C:9]2[S:10][CH:11]=[CH:12][C:8]=2[O:7][CH3:6])=[O:23])=[CH:16][CH:17]=1. Given the reactants [Sn](Cl)(Cl)(Cl)Cl.[CH3:6][O:7][C:8]1[CH:12]=[CH:11][S:10][CH:9]=1.O.[C:14](Cl)(=[O:23])[C:15]1[CH:20]=[CH:19][C:18]([O:21][CH3:22])=[CH:17][CH:16]=1, predict the reaction product. (5) Given the reactants [OH:1][C:2]1[CH:7]=[CH:6][C:5]([C:8]2[N:13]=[C:12]([C:14]([O:16][CH3:17])=[O:15])[CH:11]=[CH:10][CH:9]=2)=[CH:4][CH:3]=1.C([O-])([O-])=O.[K+].[K+].Br[CH2:25][C:26]1[CH:31]=[CH:30][CH:29]=[CH:28][C:27]=1[F:32], predict the reaction product. The product is: [F:32][C:27]1[CH:28]=[CH:29][CH:30]=[CH:31][C:26]=1[CH2:25][O:1][C:2]1[CH:3]=[CH:4][C:5]([C:8]2[N:13]=[C:12]([C:14]([O:16][CH3:17])=[O:15])[CH:11]=[CH:10][CH:9]=2)=[CH:6][CH:7]=1. (6) Given the reactants [NH:1]1[CH2:6][CH2:5][O:4][CH2:3][CH2:2]1.[Cl:7][CH2:8][CH2:9][CH2:10]I.Cl, predict the reaction product. The product is: [ClH:7].[Cl:7][CH2:8][CH2:9][CH2:10][N:1]1[CH2:6][CH2:5][O:4][CH2:3][CH2:2]1.